Task: Regression. Given a peptide amino acid sequence and an MHC pseudo amino acid sequence, predict their binding affinity value. This is MHC class I binding data.. Dataset: Peptide-MHC class I binding affinity with 185,985 pairs from IEDB/IMGT (1) The MHC is HLA-B51:01 with pseudo-sequence HLA-B51:01. The peptide sequence is GPEREKTQAI. The binding affinity (normalized) is 0.0412. (2) The peptide sequence is VMLDWGIEL. The MHC is HLA-B35:01 with pseudo-sequence HLA-B35:01. The binding affinity (normalized) is 0.474.